This data is from Peptide-MHC class II binding affinity with 134,281 pairs from IEDB. The task is: Regression. Given a peptide amino acid sequence and an MHC pseudo amino acid sequence, predict their binding affinity value. This is MHC class II binding data. (1) The peptide sequence is RMFSSTLRAAVPWYA. The MHC is HLA-DPA10103-DPB10301 with pseudo-sequence HLA-DPA10103-DPB10301. The binding affinity (normalized) is 0.622. (2) The binding affinity (normalized) is 0.718. The MHC is HLA-DPA10301-DPB10402 with pseudo-sequence HLA-DPA10301-DPB10402. The peptide sequence is NNKFFINFFNLLA. (3) The peptide sequence is MLGARYLEFEALGFL. The MHC is DRB1_1101 with pseudo-sequence DRB1_1101. The binding affinity (normalized) is 0.434. (4) The binding affinity (normalized) is 0.813. The peptide sequence is EELRSLYNTVATLYCVH. The MHC is HLA-DQA10103-DQB10603 with pseudo-sequence HLA-DQA10103-DQB10603. (5) The peptide sequence is WELGLSPQQICTNFK. The MHC is DRB1_0404 with pseudo-sequence DRB1_0404. The binding affinity (normalized) is 0.309.